This data is from Full USPTO retrosynthesis dataset with 1.9M reactions from patents (1976-2016). The task is: Predict the reactants needed to synthesize the given product. (1) Given the product [Cl:16][C:17]1[CH:18]=[CH:19][C:20]([NH:23][C:24]2[NH:26][C:12](=[O:14])[C:11]([C:9]#[N:10])=[C:7]([CH:1]3[CH2:2][CH2:3][CH2:4][CH2:5][CH2:6]3)[N:25]=2)=[CH:21][CH:22]=1, predict the reactants needed to synthesize it. The reactants are: [CH:1]1([CH:7]=O)[CH2:6][CH2:5][CH2:4][CH2:3][CH2:2]1.[C:9]([CH2:11][C:12]([O:14]C)=O)#[N:10].[Cl:16][C:17]1[CH:22]=[CH:21][C:20]([NH:23][C:24]([NH2:26])=[NH:25])=[CH:19][CH:18]=1.N1CCCCC1. (2) The reactants are: [Cl:1][C:2]1[CH:3]=[C:4]([NH2:10])[C:5]([O:8]C)=[N:6][CH:7]=1.[Cl:11][C:12]1[S:13][C:14]([Cl:21])=[CH:15][C:16]=1[S:17](Cl)(=[O:19])=[O:18].ClC1N=CC(NS(CC2C=CC(Cl)=C(Cl)C=2)(=O)=O)=C(O)C=1. Given the product [Cl:11][C:12]1[S:13][C:14]([Cl:21])=[CH:15][C:16]=1[S:17]([NH:10][C:4]1[C:5]([OH:8])=[N:6][CH:7]=[C:2]([Cl:1])[CH:3]=1)(=[O:19])=[O:18], predict the reactants needed to synthesize it. (3) Given the product [C:1]([NH:5][S:6]([C:9]1[CH:17]=[C:16]2[C:12]([C:13]([CH:26]3[CH2:27][CH2:28][CH2:29][CH2:30][CH2:31]3)=[C:14]([C:18]3[CH:23]=[CH:22][C:21]([CH3:24])=[CH:20][C:19]=3[NH:25][C:43](=[O:44])[CH2:42][Cl:41])[NH:15]2)=[CH:11][CH:10]=1)(=[O:8])=[O:7])([CH3:4])([CH3:2])[CH3:3], predict the reactants needed to synthesize it. The reactants are: [C:1]([NH:5][S:6]([C:9]1[CH:17]=[C:16]2[C:12]([C:13]([CH:26]3[CH2:31][CH2:30][CH2:29][CH2:28][CH2:27]3)=[C:14]([C:18]3[CH:23]=[CH:22][C:21]([CH3:24])=[CH:20][C:19]=3[NH2:25])[NH:15]2)=[CH:11][CH:10]=1)(=[O:8])=[O:7])([CH3:4])([CH3:3])[CH3:2].C([O-])(=O)C.[Na+].C(O)(=O)C.[Cl:41][CH2:42][C:43](Cl)=[O:44]. (4) Given the product [Cl:53][C:54]1[CH:60]=[CH:59][C:57]([NH:58][C:23]([C:15]2[C:16]3[O:20][C:19]([CH3:22])([CH3:21])[CH2:18][C:17]=3[C:11]3[NH:10][C:9]([NH:8][C:3]4[CH:4]=[CH:5][CH:6]=[CH:7][C:2]=4[Cl:1])=[N:13][C:12]=3[CH:14]=2)=[O:24])=[CH:56][CH:55]=1, predict the reactants needed to synthesize it. The reactants are: [Cl:1][C:2]1[CH:7]=[CH:6][CH:5]=[CH:4][C:3]=1[NH:8][C:9]1[NH:10][C:11]2[C:17]3[CH2:18][C:19]([CH3:22])([CH3:21])[O:20][C:16]=3[C:15]([C:23](O)=[O:24])=[CH:14][C:12]=2[N:13]=1.F[B-](F)(F)F.N1(OC(N(C)C)=[N+](C)C)C2C=CC=CC=2N=N1.CN(C=O)C.[Cl:53][C:54]1[CH:60]=[CH:59][C:57]([NH2:58])=[CH:56][CH:55]=1. (5) Given the product [F:23][C:18]1[CH:19]=[CH:20][CH:21]=[CH:22][C:17]=1[C:15]1[N:3]=[C:1]([CH3:2])[N:4]([NH:5][C:6](=[O:7])[O:8][C:9]([CH3:12])([CH3:11])[CH3:10])[CH:14]=1, predict the reactants needed to synthesize it. The reactants are: [C:1]([NH:4][NH:5][C:6]([O:8][C:9]([CH3:12])([CH3:11])[CH3:10])=[O:7])(=[NH:3])[CH3:2].Br[CH2:14][C:15]([C:17]1[CH:22]=[CH:21][CH:20]=[CH:19][C:18]=1[F:23])=O.C(N(CC)C(C)C)(C)C.